Dataset: Full USPTO retrosynthesis dataset with 1.9M reactions from patents (1976-2016). Task: Predict the reactants needed to synthesize the given product. (1) Given the product [C:16]([OH:23])(=[O:22])/[CH:17]=[CH:18]/[C:19]([OH:21])=[O:20].[Cl:1][C:2]1[CH:3]=[C:4]([N:9]2[CH2:15][C@@H:14]3[C@@H:11]([CH2:12][NH:13]3)[CH2:10]2)[CH:5]=[N:6][C:7]=1[Cl:8], predict the reactants needed to synthesize it. The reactants are: [Cl:1][C:2]1[CH:3]=[C:4]([N:9]2[CH2:15][C@@H:14]3[C@@H:11]([CH2:12][NH:13]3)[CH2:10]2)[CH:5]=[N:6][C:7]=1[Cl:8].[C:16]([OH:23])(=[O:22])/[CH:17]=[CH:18]/[C:19]([OH:21])=[O:20].O.N. (2) The reactants are: [F:1][C:2]([F:21])([C:17]([F:20])([F:19])[F:18])[CH2:3][CH:4](I)[CH2:5][CH2:6][CH2:7][CH2:8][CH2:9][CH2:10][CH2:11][C:12]([O:14][CH3:15])=[O:13]. Given the product [F:1][C:2]([F:21])([C:17]([F:18])([F:19])[F:20])[CH2:3][CH2:4][CH2:5][CH2:6][CH2:7][CH2:8][CH2:9][CH2:10][CH2:11][C:12]([O:14][CH3:15])=[O:13], predict the reactants needed to synthesize it. (3) Given the product [C:16]([C:15]1[CH:14]=[CH:13][C:12]([C:7]2[C:6]3[CH2:5][CH2:4][CH2:3][CH:2]([NH:1][C:23]([NH:22][CH2:20][CH3:21])=[O:24])[C:11]=3[CH:10]=[N:9][CH:8]=2)=[CH:19][CH:18]=1)#[N:17], predict the reactants needed to synthesize it. The reactants are: [NH2:1][CH:2]1[C:11]2[CH:10]=[N:9][CH:8]=[C:7]([C:12]3[CH:19]=[CH:18][C:15]([C:16]#[N:17])=[CH:14][CH:13]=3)[C:6]=2[CH2:5][CH2:4][CH2:3]1.[CH2:20]([N:22]=[C:23]=[O:24])[CH3:21].CCN(CC)CC.OP([O-])(O)=O.[K+].